Dataset: Full USPTO retrosynthesis dataset with 1.9M reactions from patents (1976-2016). Task: Predict the reactants needed to synthesize the given product. (1) Given the product [C:1]([O:4][C@@H:5]1[C@@H:10]([O:11][C:12](=[O:14])[CH3:13])[C@H:9]([O:15][C:16](=[O:18])[CH3:17])[C@@H:8]([CH2:19][O:20][C:21](=[O:23])[CH3:22])[O:7][C@H:6]1[C:24]1[CH:29]=[CH:28][C:27]([Cl:30])=[C:26]([CH2:31][C:32]2[S:33][C:34]([C:43]3[CH:44]=[CH:45][C:40]([CH:38]=[O:39])=[CH:41][CH:42]=3)=[CH:35][CH:36]=2)[CH:25]=1)(=[O:3])[CH3:2], predict the reactants needed to synthesize it. The reactants are: [C:1]([O:4][C@@H:5]1[C@@H:10]([O:11][C:12](=[O:14])[CH3:13])[C@H:9]([O:15][C:16](=[O:18])[CH3:17])[C@@H:8]([CH2:19][O:20][C:21](=[O:23])[CH3:22])[O:7][C@H:6]1[C:24]1[CH:29]=[CH:28][C:27]([Cl:30])=[C:26]([CH2:31][C:32]2[S:33][C:34](Br)=[CH:35][CH:36]=2)[CH:25]=1)(=[O:3])[CH3:2].[CH:38]([C:40]1[CH:45]=[CH:44][C:43](B(O)O)=[CH:42][CH:41]=1)=[O:39]. (2) Given the product [C:1]([O:5][C:6](=[O:45])[NH:7][CH2:8][C:9]1[CH:14]=[CH:13][C:12]([O:15][C:16]2[CH:21]=[C:20]([C:22]([N:24]3[CH:33]4[CH:28]([CH2:29][CH2:30][CH2:31][CH2:32]4)[CH2:27][CH2:26][CH2:25]3)=[O:23])[CH:19]=[C:18]([O:34][C:35]3[CH:36]=[CH:37][C:38]([C:41](=[NH:44])[N:42]([OH:43])[C:46](=[O:48])[CH3:47])=[CH:39][CH:40]=3)[CH:17]=2)=[CH:11][CH:10]=1)([CH3:4])([CH3:2])[CH3:3], predict the reactants needed to synthesize it. The reactants are: [C:1]([O:5][C:6](=[O:45])[NH:7][CH2:8][C:9]1[CH:14]=[CH:13][C:12]([O:15][C:16]2[CH:21]=[C:20]([C:22]([N:24]3[CH:33]4[CH:28]([CH2:29][CH2:30][CH2:31][CH2:32]4)[CH2:27][CH2:26][CH2:25]3)=[O:23])[CH:19]=[C:18]([O:34][C:35]3[CH:40]=[CH:39][C:38]([C:41](=[NH:44])[NH:42][OH:43])=[CH:37][CH:36]=3)[CH:17]=2)=[CH:11][CH:10]=1)([CH3:4])([CH3:3])[CH3:2].[C:46](OC(=O)C)(=[O:48])[CH3:47]. (3) Given the product [CH3:15][C:12]1[CH:11]=[CH:10][C:9]([N:8]2[CH:4]=[CH:5][NH:6][C:7]2=[O:16])=[CH:14][CH:13]=1, predict the reactants needed to synthesize it. The reactants are: C(O[CH:4](OCC)[CH2:5][NH:6][C:7](=[O:16])[NH:8][C:9]1[CH:14]=[CH:13][C:12]([CH3:15])=[CH:11][CH:10]=1)C.C(=O)(O)[O-].[Na+].